From a dataset of Forward reaction prediction with 1.9M reactions from USPTO patents (1976-2016). Predict the product of the given reaction. (1) Given the reactants [CH:1]1([C:4]2[CH:5]=[C:6]([CH:38]=[CH:39][CH:40]=2)[CH2:7][N:8]2[C@@H:16]3[C@H:11]([C@H:12]([CH2:19][C:20]4[CH:25]=[CH:24][C:23]([O:26][CH3:27])=[C:22](B5OC(C)(C)C(C)(C)O5)[CH:21]=4)[CH2:13][S:14](=[O:18])(=[O:17])[CH2:15]3)[O:10][C:9]2=[O:37])[CH2:3][CH2:2]1.C([O-])([O-])=O.[K+].[K+], predict the reaction product. The product is: [CH:1]1([C:4]2[CH:5]=[C:6]([CH:38]=[CH:39][CH:40]=2)[CH2:7][N:8]2[C@@H:16]3[C@H:11]([C@H:12]([CH2:19][C:20]4[CH:25]=[CH:24][C:23]([O:26][CH3:27])=[C:22]([CH2:7][C:6]5[CH:38]=[CH:39][CH:40]=[C:4]([CH2:1][CH2:2][CH3:3])[CH:5]=5)[CH:21]=4)[CH2:13][S:14](=[O:18])(=[O:17])[CH2:15]3)[O:10][C:9]2=[O:37])[CH2:3][CH2:2]1. (2) Given the reactants [Na+].[Cl-].CC(C)=CC[C:7]1[C:12]([OH:13])=[CH:11][C:10]([OH:14])=[CH:9][C:8]=1[C:15]1[O:23][C:22]2[CH:21]=[C:20]([OH:24])[CH:19]=[CH:18][C:17]=2[CH:16]=1, predict the reaction product. The product is: [CH3:9][C:8]([CH3:15])=[CH:7][CH2:12][C:19]1[CH:18]=[C:17]2[C:22](=[CH:21][C:20]=1[OH:24])[O:23][C:15]([C:8]1[CH:9]=[C:10]([OH:14])[CH:11]=[C:12]([OH:13])[CH:7]=1)=[CH:16]2. (3) Given the reactants [N:1]1[CH:6]=[CH:5][CH:4]=[C:3]([C:7]2[CH:8]=[C:9]3[C:14]4=[C:15]([CH2:17][CH2:18][N:13]4[C:12](=O)[CH2:11][CH2:10]3)[CH:16]=2)[CH:2]=1.COC1C=CC(P2(SP(C3C=CC(OC)=CC=3)(=S)S2)=[S:29])=CC=1.Cl, predict the reaction product. The product is: [N:1]1[CH:6]=[CH:5][CH:4]=[C:3]([C:7]2[CH:8]=[C:9]3[C:14]4=[C:15]([CH2:17][CH2:18][N:13]4[C:12](=[S:29])[CH2:11][CH2:10]3)[CH:16]=2)[CH:2]=1.